Predict the product of the given reaction. From a dataset of Forward reaction prediction with 1.9M reactions from USPTO patents (1976-2016). Given the reactants Br[C:2]1[N:7]2[N:8]=[C:9]([NH:11][C:12](=[O:19])[C:13]3[CH:18]=[CH:17][CH:16]=[N:15][CH:14]=3)[N:10]=[C:6]2[CH:5]=[CH:4][CH:3]=1.[CH:20]1([NH2:26])[CH2:25][CH2:24][CH2:23][CH2:22][CH2:21]1, predict the reaction product. The product is: [CH:20]1([NH:26][C:2]2[N:7]3[N:8]=[C:9]([NH:11][C:12](=[O:19])[C:13]4[CH:18]=[CH:17][CH:16]=[N:15][CH:14]=4)[N:10]=[C:6]3[CH:5]=[CH:4][CH:3]=2)[CH2:25][CH2:24][CH2:23][CH2:22][CH2:21]1.